Dataset: Reaction yield outcomes from USPTO patents with 853,638 reactions. Task: Predict the reaction yield, written as a fraction of the theoretical maximum amount of product (1.0 means a 100% yield; for example, 0.34 means a 34% yield). (1) The reactants are [CH:1]1[C:6]([C:7](Cl)=[O:8])=[CH:5][C:4]2[C:10]([O:12][C:13](=[O:14])[C:3]=2[CH:2]=1)=[O:11].N1C=CC=CC=1.[OH2:21].CC(C)=[O:24]. No catalyst specified. The product is [C:13]([OH:12])(=[O:14])[C:3]1[C:4](=[CH:5][C:6](=[CH:1][CH:2]=1)[C:7]([OH:24])=[O:8])[C:10]([OH:11])=[O:21]. The yield is 0.730. (2) The yield is 0.660. The reactants are [O:1]=[C:2]1[CH:18](C(OC)=O)[C:17](=[O:23])[C:5]2([CH2:9][N:8]([C:10]([O:12][C:13]([CH3:16])([CH3:15])[CH3:14])=[O:11])[CH2:7][CH2:6]2)[CH2:4][NH:3]1. The product is [O:1]=[C:2]1[CH2:18][C:17](=[O:23])[C:5]2([CH2:9][N:8]([C:10]([O:12][C:13]([CH3:15])([CH3:16])[CH3:14])=[O:11])[CH2:7][CH2:6]2)[CH2:4][NH:3]1. The catalyst is C(#N)C.O. (3) The yield is 0.920. The product is [C:6]([O:7][C@H:9]1[C@@H:10]([O:4][C:1](=[O:3])[CH3:2])[C@H:11]([O:46][C:47](=[O:48])[CH3:49])[C@@H:6]([CH2:5][O:4][C:1](=[O:3])[CH3:2])[O:7][C@@H:8]1[C:24]1[CH:25]=[C:26]([C:30]2[CH:35]=[CH:34][C:33]([C:36]([OH:38])=[O:37])=[CH:32][N:31]=2)[CH:27]=[CH:28][CH:29]=1)(=[O:40])[CH3:5]. The reactants are [C:1]([O:4][CH2:5][C@H:6]1[C@H:11](CC([O-])=O)[C@H:10](CC([O-])=O)[C@@H:9](CC([O-])=O)[C@H:8]([C:24]2[CH:29]=[CH:28][CH:27]=[C:26]([C:30]3[CH:35]=[CH:34][C:33]([C:36]([O:38]C)=[O:37])=[CH:32][N:31]=3)[CH:25]=2)[O:7]1)(=[O:3])[CH3:2].[OH-:40].[Na+].Cl.CC([O:46][C:47]([CH3:49])=[O:48])=O. The catalyst is CO.CN(C1C=CN=CC=1)C. (4) The reactants are [CH2:1]([N:3]1[CH:7]=[C:6]([C:8]2[CH:9]=[C:10]([CH:12]=[CH:13][CH:14]=2)[NH2:11])[C:5]([C:15]2[CH:20]=[CH:19][N:18]=[CH:17][CH:16]=2)=[N:4]1)[CH3:2].[N:21]([C:24]1[CH:29]=[CH:28][C:27]([C:30]([F:33])([F:32])[F:31])=[CH:26][CH:25]=1)=[C:22]=[O:23]. The catalyst is C(Cl)Cl. The product is [CH2:1]([N:3]1[CH:7]=[C:6]([C:8]2[CH:9]=[C:10]([NH:11][C:22]([NH:21][C:24]3[CH:25]=[CH:26][C:27]([C:30]([F:31])([F:32])[F:33])=[CH:28][CH:29]=3)=[O:23])[CH:12]=[CH:13][CH:14]=2)[C:5]([C:15]2[CH:16]=[CH:17][N:18]=[CH:19][CH:20]=2)=[N:4]1)[CH3:2]. The yield is 0.890. (5) The product is [NH2:1][C:2]1[N:7]=[CH:6][C:5]([C:8]([NH:11][OH:12])=[NH:9])=[CH:4][N:3]=1. The yield is 0.720. The catalyst is C(O)C. The reactants are [NH2:1][C:2]1[N:7]=[CH:6][C:5]([C:8]#[N:9])=[CH:4][N:3]=1.Cl.[NH2:11][OH:12].C(=O)([O-])[O-].[K+].[K+]. (6) The reactants are [Br:1][C:2]1[CH:3]=[CH:4][C:5]([C:9]2[C:17]3[C:12](=[CH:13][N:14]=[C:15]([C:18]4[CH:19]=[N:20][CH:21]=[CH:22][CH:23]=4)[CH:16]=3)[N:11](COCC[Si](C)(C)C)[N:10]=2)=[N:6][C:7]=1F.[NH:32]1[CH2:37][CH2:36][CH2:35][C@H:34]([NH:38]C(=O)OC(C)(C)C)[CH2:33]1. No catalyst specified. The product is [Br:1][C:2]1[C:7]([N:32]2[CH2:37][CH2:36][CH2:35][C@H:34]([NH2:38])[CH2:33]2)=[N:6][C:5]([C:9]2[C:17]3[C:12](=[CH:13][N:14]=[C:15]([C:18]4[CH:19]=[N:20][CH:21]=[CH:22][CH:23]=4)[CH:16]=3)[NH:11][N:10]=2)=[CH:4][CH:3]=1. The yield is 0.223. (7) The reactants are [NH2:1][S:2]([NH:5][C:6]([C:8]1[CH:9]=[CH:10][C:11]2[C:12]([CH:32]3[CH2:37][CH2:36][CH2:35][CH2:34][CH2:33]3)=[C:13]3[C:19]4[CH:20]=[CH:21][C:22]([O:24][CH3:25])=[CH:23][C:18]=4[CH:17]=[C:16]([C:26]([O:28]C)=[O:27])[CH2:15][N:14]3[C:30]=2[CH:31]=1)=[O:7])(=[O:4])=[O:3].CO.[OH-].[Na+].Cl. The catalyst is CO.O. The product is [NH2:1][S:2]([NH:5][C:6]([C:8]1[CH:9]=[CH:10][C:11]2[C:12]([CH:32]3[CH2:37][CH2:36][CH2:35][CH2:34][CH2:33]3)=[C:13]3[C:19]4[CH:20]=[CH:21][C:22]([O:24][CH3:25])=[CH:23][C:18]=4[CH:17]=[C:16]([C:26]([OH:28])=[O:27])[CH2:15][N:14]3[C:30]=2[CH:31]=1)=[O:7])(=[O:3])=[O:4]. The yield is 0.920.